This data is from NCI-60 drug combinations with 297,098 pairs across 59 cell lines. The task is: Regression. Given two drug SMILES strings and cell line genomic features, predict the synergy score measuring deviation from expected non-interaction effect. Drug 1: CCN(CC)CCNC(=O)C1=C(NC(=C1C)C=C2C3=C(C=CC(=C3)F)NC2=O)C. Drug 2: CC1CC(C(C(C=C(C(C(C=CC=C(C(=O)NC2=CC(=O)C(=C(C1)C2=O)OC)C)OC)OC(=O)N)C)C)O)OC. Cell line: T-47D. Synergy scores: CSS=26.9, Synergy_ZIP=17.5, Synergy_Bliss=19.9, Synergy_Loewe=15.4, Synergy_HSA=17.8.